Dataset: Full USPTO retrosynthesis dataset with 1.9M reactions from patents (1976-2016). Task: Predict the reactants needed to synthesize the given product. Given the product [NH2:8][C:9]1[N:17]=[CH:16][N:15]=[C:14]2[C:10]=1[N:11]=[CH:12][N:13]2[C@@H:18]1[O:19][C@H:20]([CH2:28][N:29]([CH:48]([CH3:49])[CH3:50])[CH2:30][CH2:31][CH2:32][CH2:33][NH:34][C:35]([NH:37][C:38]2[CH:39]=[CH:40][C:41]([C:44]([CH3:47])([CH3:46])[CH3:45])=[CH:42][CH:43]=2)=[O:36])[C@@H:21]([OH:25])[C@H:22]1[OH:23], predict the reactants needed to synthesize it. The reactants are: C(O)(C(F)(F)F)=O.[NH2:8][C:9]1[N:17]=[CH:16][N:15]=[C:14]2[C:10]=1[N:11]=[CH:12][N:13]2[C@H:18]1[C@@H:22]2[O:23]C(C)(C)[O:25][C@@H:21]2[C@@H:20]([CH2:28][N:29]([CH:48]([CH3:50])[CH3:49])[CH2:30][CH2:31][CH2:32][CH2:33][NH:34][C:35]([NH:37][C:38]2[CH:43]=[CH:42][C:41]([C:44]([CH3:47])([CH3:46])[CH3:45])=[CH:40][CH:39]=2)=[O:36])[O:19]1.